From a dataset of Peptide-MHC class I binding affinity with 185,985 pairs from IEDB/IMGT. Regression. Given a peptide amino acid sequence and an MHC pseudo amino acid sequence, predict their binding affinity value. This is MHC class I binding data. The peptide sequence is SVLCVKKFYK. The MHC is HLA-A03:01 with pseudo-sequence HLA-A03:01. The binding affinity (normalized) is 0.988.